Dataset: Forward reaction prediction with 1.9M reactions from USPTO patents (1976-2016). Task: Predict the product of the given reaction. (1) Given the reactants Br[C:2]1[CH:16]=[CH:15][C:5]([O:6][CH2:7][CH2:8][N:9]2[CH2:14][CH2:13][CH2:12][CH2:11][CH2:10]2)=[CH:4][CH:3]=1.C([Li])CCC.C[O:23][C:24]1[CH:33]=[C:32]2[C:27]([C:28]3[CH:38]=[CH:37][C:36]([C:39]4([CH3:44])OCC[O:40]4)=[CH:35][C:29]=3[C:30](=O)[O:31]2)=[CH:26][CH:25]=1.[Li], predict the reaction product. The product is: [OH:23][C:24]1[CH:33]=[C:32]2[C:27]([C:28]3[CH:38]=[CH:37][C:36]([C:39](=[O:40])[CH3:44])=[CH:35][C:29]=3[CH:30]([C:2]3[CH:16]=[CH:15][C:5]([O:6][CH2:7][CH2:8][N:9]4[CH2:14][CH2:13][CH2:12][CH2:11][CH2:10]4)=[CH:4][CH:3]=3)[O:31]2)=[CH:26][CH:25]=1. (2) Given the reactants [Cl:1][C:2]1[CH:3]=[C:4]([C:12]2[S:13][C:14]([C:17]3[C:18]([CH2:26][CH3:27])=[C:19]([CH2:23][CH:24]=O)[CH:20]=[CH:21][CH:22]=3)=[CH:15][N:16]=2)[CH:5]=[CH:6][C:7]=1[O:8][CH:9]([CH3:11])[CH3:10].C(O)(=O)C.C([O-])(=O)C.[Na+].[NH:37]1[CH2:42][CH2:41][CH:40]([C:43]([O:45][CH2:46][CH3:47])=[O:44])[CH2:39][CH2:38]1, predict the reaction product. The product is: [Cl:1][C:2]1[CH:3]=[C:4]([C:12]2[S:13][C:14]([C:17]3[C:18]([CH2:26][CH3:27])=[C:19]([CH2:23][CH2:24][N:37]4[CH2:42][CH2:41][CH:40]([C:43]([O:45][CH2:46][CH3:47])=[O:44])[CH2:39][CH2:38]4)[CH:20]=[CH:21][CH:22]=3)=[CH:15][N:16]=2)[CH:5]=[CH:6][C:7]=1[O:8][CH:9]([CH3:11])[CH3:10]. (3) Given the reactants [OH:1][N:2]=[C:3]([C:5]1[CH:10]=[CH:9][N:8]=[N:7][CH:6]=1)[NH2:4].[F:11][C:12]1[C:20]([F:21])=[CH:19][CH:18]=[C:17]([F:22])[C:13]=1[C:14](Cl)=O.N, predict the reaction product. The product is: [N:8]1[CH:9]=[CH:10][C:5]([C:3]2[N:4]=[C:14]([C:13]3[C:17]([F:22])=[CH:18][CH:19]=[C:20]([F:21])[C:12]=3[F:11])[O:1][N:2]=2)=[CH:6][N:7]=1. (4) Given the reactants [Cl:1][C:2]1[CH:3]=[C:4]([CH:14]=[CH:15][C:16]=1[Cl:17])[CH2:5][N:6]1[CH2:11][CH2:10][O:9][CH:8]([CH2:12][NH2:13])[CH2:7]1.[Br:18][C:19]1[CH:24]=[CH:23][C:22]([N:25]=[C:26]=[O:27])=[CH:21][CH:20]=1, predict the reaction product. The product is: [Br:18][C:19]1[CH:24]=[CH:23][C:22]([NH:25][C:26]([NH:13][CH2:12][CH:8]2[O:9][CH2:10][CH2:11][N:6]([CH2:5][C:4]3[CH:14]=[CH:15][C:16]([Cl:17])=[C:2]([Cl:1])[CH:3]=3)[CH2:7]2)=[O:27])=[CH:21][CH:20]=1. (5) The product is: [C:35]([C:37]1[CH:38]=[C:39]([S:44]([N:47]([CH2:53][C:54]2[CH:59]=[CH:58][C:57]([O:60][CH3:61])=[CH:56][C:55]=2[O:62][CH3:63])[C:48]2[S:52][N:51]=[CH:50][N:49]=2)(=[O:46])=[O:45])[CH:40]=[CH:41][C:42]=1[S:22][C:2]1[CH:7]=[CH:6][C:5]([C:8]([F:11])([F:10])[F:9])=[CH:4][C:3]=1[C:12]1[CH:17]=[CH:16][N:15]=[N:14][CH:13]=1)#[N:36]. Given the reactants Cl[C:2]1[CH:7]=[CH:6][C:5]([C:8]([F:11])([F:10])[F:9])=[CH:4][C:3]=1[C:12]1[CH:17]=[CH:16][N:15]=[N:14][CH:13]=1.C([Si](C(C)C)(C(C)C)[SH:22])(C)C.C(=O)([O-])[O-].[K+].[K+].[C:35]([C:37]1[CH:38]=[C:39]([S:44]([N:47]([CH2:53][C:54]2[CH:59]=[CH:58][C:57]([O:60][CH3:61])=[CH:56][C:55]=2[O:62][CH3:63])[C:48]2[S:52][N:51]=[CH:50][N:49]=2)(=[O:46])=[O:45])[CH:40]=[CH:41][C:42]=1F)#[N:36], predict the reaction product. (6) Given the reactants [CH3:1][C:2]1[C:6](B(O)O)=[C:5]([CH3:10])[O:4][N:3]=1.C(=O)([O-])[O-].[Cs+].[Cs+].Cl[C:18]1[N:35]=[CH:34][C:21]2[NH:22][C:23](=[O:33])[N:24]([CH3:32])[CH:25]([C:26]3[CH:31]=[CH:30][CH:29]=[CH:28][CH:27]=3)[C:20]=2[CH:19]=1, predict the reaction product. The product is: [CH3:1][C:2]1[C:6]([C:18]2[N:35]=[CH:34][C:21]3[NH:22][C:23](=[O:33])[N:24]([CH3:32])[CH:25]([C:26]4[CH:31]=[CH:30][CH:29]=[CH:28][CH:27]=4)[C:20]=3[CH:19]=2)=[C:5]([CH3:10])[O:4][N:3]=1. (7) Given the reactants Cl.Cl[C:3]1[N:8]=[C:7]([NH:9][CH:10]2[CH2:15][C:14]([CH3:17])([CH3:16])[NH:13][C:12]([CH3:19])([CH3:18])[CH2:11]2)[C:6]([F:20])=[CH:5][N:4]=1.[CH:21]([C:24]1[CH:29]=[CH:28][C:27]([NH2:30])=[CH:26][C:25]=1[N:31]1[CH:35]=[N:34][N:33]=[N:32]1)([CH3:23])[CH3:22].[OH2:36].C1(C)C=CC(S(O)(=O)=O)=CC=1, predict the reaction product. The product is: [NH3:4].[CH3:3][OH:36].[CH:21]([C:24]1[CH:29]=[CH:28][C:27]([NH:30][C:3]2[N:8]=[C:7]([NH:9][CH:10]3[CH2:15][C:14]([CH3:17])([CH3:16])[NH:13][C:12]([CH3:19])([CH3:18])[CH2:11]3)[C:6]([F:20])=[CH:5][N:4]=2)=[CH:26][C:25]=1[N:31]1[CH:35]=[N:34][N:33]=[N:32]1)([CH3:23])[CH3:22].